The task is: Predict the product of the given reaction.. This data is from Forward reaction prediction with 1.9M reactions from USPTO patents (1976-2016). Given the reactants [Br:1][C:2]1[C:11]([NH2:12])=[CH:10][CH:9]=[CH:8][C:3]=1[C:4]([O:6][CH3:7])=[O:5].[C:13]1(=O)[CH2:18][CH2:17][CH2:16][C:15](=[O:19])[CH2:14]1, predict the reaction product. The product is: [C:4]([C:3]1[C:2]([Br:1])=[C:11]([CH:10]=[CH:9][CH:8]=1)[NH:12][C:13]1[CH2:18][CH2:17][CH2:16][C:15](=[O:19])[CH:14]=1)([O:6][CH3:7])=[O:5].